From a dataset of Full USPTO retrosynthesis dataset with 1.9M reactions from patents (1976-2016). Predict the reactants needed to synthesize the given product. (1) The reactants are: C([O:3][C:4](=O)[CH:5]=[C:6]([O:24][C:25]1[CH:30]=[CH:29][CH:28]=[CH:27][C:26]=1[Cl:31])[CH2:7][NH:8][C@H:9]([C:20]([O:22][CH3:23])=[O:21])[CH2:10][CH2:11][O:12][Si:13]([C:16]([CH3:19])([CH3:18])[CH3:17])([CH3:15])[CH3:14])C. Given the product [CH3:23][O:22][C:20](=[O:21])[C@@H:9]([N:8]1[CH2:7][C:6]([O:24][C:25]2[CH:30]=[CH:29][CH:28]=[CH:27][C:26]=2[Cl:31])=[CH:5][C:4]1=[O:3])[CH2:10][CH2:11][O:12][Si:13]([C:16]([CH3:19])([CH3:18])[CH3:17])([CH3:14])[CH3:15], predict the reactants needed to synthesize it. (2) Given the product [CH3:23][O:24][C:25]1[CH:30]=[CH:29][N:28]=[C:27]([CH2:31][CH2:32][C:33]2[NH:42][C:36]3=[N:37][CH:38]=[C:39]([C:2]4[CH:7]=[CH:6][C:5]([S:8]([N:11]5[CH2:16][CH2:15][CH:14]([CH3:17])[CH2:13][CH2:12]5)(=[O:10])=[O:9])=[CH:4][CH:3]=4)[CH:40]=[C:35]3[N:34]=2)[CH:26]=1, predict the reactants needed to synthesize it. The reactants are: Br[C:2]1[CH:7]=[CH:6][C:5]([S:8]([N:11]2[CH2:16][CH2:15][CH:14]([CH3:17])[CH2:13][CH2:12]2)(=[O:10])=[O:9])=[CH:4][CH:3]=1.C([O-])(=O)C.[K+].[CH3:23][O:24][C:25]1[CH:30]=[CH:29][N:28]=[C:27]([CH2:31][CH2:32][C:33]2[NH:42][C:36]3=[N:37][CH:38]=[C:39](I)[CH:40]=[C:35]3[N:34]=2)[CH:26]=1.C(=O)([O-])[O-].[K+].[K+].[Cl-].[Li+]. (3) The reactants are: Cl.Cl.[Cl:3][C:4]1[CH:5]=[C:6]([CH:33]=[CH:34][C:35]=1[Cl:36])[C:7]([NH:9][C:10]1[CH:11]=[N:12][C:13]([O:16][C:17]2[CH:22]=[CH:21][C:20]([C:23]([N:25]3[CH2:30][CH2:29][CH:28]([NH:31][CH3:32])[CH2:27][CH2:26]3)=[O:24])=[CH:19][CH:18]=2)=[CH:14][CH:15]=1)=[O:8].Br[CH2:38][C:39]1[CH:44]=[CH:43][C:42]([F:45])=[C:41]([F:46])[CH:40]=1.C(=O)([O-])[O-].[K+].[K+]. Given the product [Cl:3][C:4]1[CH:5]=[C:6]([CH:33]=[CH:34][C:35]=1[Cl:36])[C:7]([NH:9][C:10]1[CH:11]=[N:12][C:13]([O:16][C:17]2[CH:18]=[CH:19][C:20]([C:23]([N:25]3[CH2:30][CH2:29][CH:28]([NH:31][CH2:32][CH2:38][C:39]4[CH:44]=[CH:43][C:42]([F:45])=[C:41]([F:46])[CH:40]=4)[CH2:27][CH2:26]3)=[O:24])=[CH:21][CH:22]=2)=[CH:14][CH:15]=1)=[O:8], predict the reactants needed to synthesize it.